Task: Regression. Given two drug SMILES strings and cell line genomic features, predict the synergy score measuring deviation from expected non-interaction effect.. Dataset: NCI-60 drug combinations with 297,098 pairs across 59 cell lines Drug 1: C1C(C(OC1N2C=NC3=C2NC=NCC3O)CO)O. Drug 2: C1C(C(OC1N2C=NC(=NC2=O)N)CO)O. Cell line: NCI-H522. Synergy scores: CSS=11.0, Synergy_ZIP=-3.29, Synergy_Bliss=-2.72, Synergy_Loewe=-14.5, Synergy_HSA=-4.52.